From a dataset of Peptide-MHC class I binding affinity with 185,985 pairs from IEDB/IMGT. Regression. Given a peptide amino acid sequence and an MHC pseudo amino acid sequence, predict their binding affinity value. This is MHC class I binding data. (1) The peptide sequence is SINISGYNF. The MHC is HLA-B15:01 with pseudo-sequence HLA-B15:01. The binding affinity (normalized) is 0.795. (2) The peptide sequence is RRAARAEYL. The MHC is Mamu-A02 with pseudo-sequence Mamu-A02. The binding affinity (normalized) is 0.218. (3) The peptide sequence is VSLVKKNKKR. The MHC is HLA-A33:01 with pseudo-sequence HLA-A33:01. The binding affinity (normalized) is 0.183. (4) The peptide sequence is STLNFNNLY. The MHC is HLA-B40:02 with pseudo-sequence HLA-B40:02. The binding affinity (normalized) is 0. (5) The peptide sequence is IDVKDTKEAL. The MHC is HLA-A26:03 with pseudo-sequence HLA-A26:03. The binding affinity (normalized) is 0.0847. (6) The peptide sequence is LWNGPMAVS. The MHC is HLA-A24:02 with pseudo-sequence HLA-A24:02. The binding affinity (normalized) is 0. (7) The peptide sequence is EWAENCYNL. The MHC is HLA-A80:01 with pseudo-sequence HLA-A80:01. The binding affinity (normalized) is 0.0847.